Dataset: Forward reaction prediction with 1.9M reactions from USPTO patents (1976-2016). Task: Predict the product of the given reaction. Given the reactants [CH3:1][N:2]1[C:6]([C:7](=O)[CH2:8][C:9]2[CH:13]=[CH:12][S:11][CH:10]=2)=[CH:5][CH:4]=[N:3]1.[CH2:15]([O:17][C:18]1[CH:19]=[C:20]([CH:23]=[C:24]([N+:27]([O-:29])=[O:28])[C:25]=1[OH:26])[CH:21]=O)[CH3:16].[NH2:30][C:31]([NH2:33])=[O:32].Cl, predict the reaction product. The product is: [CH2:15]([O:17][C:18]1[CH:19]=[C:20]([CH:21]2[C:8]([C:9]3[CH:13]=[CH:12][S:11][CH:10]=3)=[C:7]([C:6]3[N:2]([CH3:1])[N:3]=[CH:4][CH:5]=3)[NH:33][C:31](=[O:32])[NH:30]2)[CH:23]=[C:24]([N+:27]([O-:29])=[O:28])[C:25]=1[OH:26])[CH3:16].